Dataset: Forward reaction prediction with 1.9M reactions from USPTO patents (1976-2016). Task: Predict the product of the given reaction. (1) Given the reactants [CH3:1][C:2]1[N:3]=[CH:4][C:5]([NH:8][C:9]([C:11]2[CH:20]=[CH:19][C:18]3[C:13](=[CH:14][CH:15]=[CH:16][CH:17]=3)[CH:12]=2)=[O:10])=[N:6][CH:7]=1.C1C(=O)N([Br:28])C(=O)C1, predict the reaction product. The product is: [Br:28][CH2:1][C:2]1[N:3]=[CH:4][C:5]([NH:8][C:9]([C:11]2[CH:20]=[CH:19][C:18]3[C:13](=[CH:14][CH:15]=[CH:16][CH:17]=3)[CH:12]=2)=[O:10])=[N:6][CH:7]=1. (2) Given the reactants [O:1]=[C:2]1[CH:7]=[C:6]([CH2:8][NH:9]C(=O)OC(C)(C)C)[CH:5]=[CH:4][N:3]1[C:17]1[CH:22]=[CH:21][N:20]=[C:19]([C:23]([F:26])([F:25])[F:24])[CH:18]=1.C(O)(C(F)(F)F)=O, predict the reaction product. The product is: [NH2:9][CH2:8][C:6]1[CH:5]=[CH:4][N:3]([C:17]2[CH:22]=[CH:21][N:20]=[C:19]([C:23]([F:26])([F:24])[F:25])[CH:18]=2)[C:2](=[O:1])[CH:7]=1. (3) Given the reactants [CH2:1]([C@@H:5]1[NH:10][CH2:9][C@H:8]([C:11]2[CH:16]=[CH:15][CH:14]=[CH:13][CH:12]=2)[NH:7][C:6]1=[O:17])[CH:2]([CH3:4])[CH3:3].[Cl:18][C:19]1[CH:24]=[CH:23][C:22]([C:25]2[O:29][N:28]=[C:27]([C:30](O)=[O:31])[CH:26]=2)=[CH:21][CH:20]=1.C([C@@H]1N(C(=O)/C=C/C2C=CC=CC=2)C[C@H](CC(C)C)NC1=O)C(C)C, predict the reaction product. The product is: [Cl:18][C:19]1[CH:20]=[CH:21][C:22]([C:25]2[O:29][N:28]=[C:27]([C:30]([N:10]3[CH2:9][C@H:8]([C:11]4[CH:12]=[CH:13][CH:14]=[CH:15][CH:16]=4)[NH:7][C:6](=[O:17])[C@@H:5]3[CH2:1][CH:2]([CH3:4])[CH3:3])=[O:31])[CH:26]=2)=[CH:23][CH:24]=1. (4) Given the reactants [CH3:1][O:2][C:3]1[CH:4]=[CH:5][C:6]2[NH:12][C:11](=[O:13])[N:10]([CH:14]3[CH2:19][CH2:18][N:17]([C:20]4[N:25]=[CH:24][N:23]=[C:22]([C:26]([OH:28])=O)[CH:21]=4)[CH2:16][CH2:15]3)[CH2:9][CH2:8][C:7]=2[CH:29]=1.Cl.[NH:31]1[C:40]2[CH2:39][CH2:38][NH:37][CH2:36][CH2:35][C:34]=2[CH:33]=[N:32]1.CN(C(ON1N=NC2C=CC=NC1=2)=[N+](C)C)C.F[P-](F)(F)(F)(F)F, predict the reaction product. The product is: [NH:31]1[C:40]2[CH2:39][CH2:38][N:37]([C:26]([C:22]3[N:23]=[CH:24][N:25]=[C:20]([N:17]4[CH2:18][CH2:19][CH:14]([N:10]5[CH2:9][CH2:8][C:7]6[CH:29]=[C:3]([O:2][CH3:1])[CH:4]=[CH:5][C:6]=6[NH:12][C:11]5=[O:13])[CH2:15][CH2:16]4)[CH:21]=3)=[O:28])[CH2:36][CH2:35][C:34]=2[CH:33]=[N:32]1. (5) The product is: [O:1]1[C:5]2[CH:6]=[CH:7][CH:8]=[CH:9][C:4]=2[C:3]([CH2:10][CH2:11][N:49]2[CH2:50][CH2:51][N:46]([C:44]3[CH:45]=[C:36]([F:35])[CH:37]=[C:38]4[C:43]=3[N:42]=[CH:41][CH:40]=[CH:39]4)[CH2:47][CH2:48]2)=[CH:2]1. Given the reactants [O:1]1[C:5]2[CH:6]=[CH:7][CH:8]=[CH:9][C:4]=2[C:3]([CH2:10][CH2:11]O)=[CH:2]1.C1(C)C=CC(S(Cl)(=O)=O)=CC=1.S(C1C=CC(C)=CC=1)([O-])(=O)=O.[F:35][C:36]1[CH:37]=[C:38]2[C:43](=[C:44]([N:46]3[CH2:51][CH2:50][NH:49][CH2:48][CH2:47]3)[CH:45]=1)[N:42]=[CH:41][CH:40]=[CH:39]2.C(N(CC)C(C)C)(C)C, predict the reaction product. (6) Given the reactants [O:1]([C:8]1[C:9]2[NH:16][C:15]([CH:17]=[O:18])=[CH:14][C:10]=2[N:11]=[CH:12][N:13]=1)[C:2]1[CH:7]=[CH:6][CH:5]=[CH:4][CH:3]=1.P([O-])(O)(O)=[O:20].[Na+].Cl([O-])=O.[Na+].C(=O)([O-])O.[Na+].Cl, predict the reaction product. The product is: [O:1]([C:8]1[C:9]2[NH:16][C:15]([C:17]([OH:20])=[O:18])=[CH:14][C:10]=2[N:11]=[CH:12][N:13]=1)[C:2]1[CH:7]=[CH:6][CH:5]=[CH:4][CH:3]=1. (7) Given the reactants [H-].[Na+].[OH:3][C@H:4]1[C@H:9]([CH2:10][O:11][S:12]([C:15]2[CH:20]=[CH:19][C:18]([CH3:21])=[CH:17][CH:16]=2)(=[O:14])=[O:13])[CH2:8][CH2:7][N:6]([C:22]([O:24][C:25]([CH3:28])([CH3:27])[CH3:26])=[O:23])[CH2:5]1.[CH3:29]I.O, predict the reaction product. The product is: [CH3:21][C:18]1[CH:19]=[CH:20][C:15]([S:12]([O:11][CH2:10][C@@H:9]2[CH2:8][CH2:7][N:6]([C:22]([O:24][C:25]([CH3:28])([CH3:27])[CH3:26])=[O:23])[CH2:5][C@H:4]2[O:3][CH3:29])(=[O:13])=[O:14])=[CH:16][CH:17]=1. (8) Given the reactants [F:1][C:2]1[CH:7]=[CH:6][C:5]([N:8]2[C:11](=[O:12])[C@H:10]([S:13][CH2:14][CH:15]([OH:24])[C:16]3[CH:21]=[CH:20][C:19]([S:22][CH3:23])=[CH:18][CH:17]=3)[C@H:9]2[C:25]2[CH:35]=[CH:34][C:28]([O:29][CH2:30][C:31]([OH:33])=O)=[CH:27][CH:26]=2)=[CH:4][CH:3]=1.Cl.[NH2:37][CH2:38][C:39]([NH:41][C@@H:42]([C:46]([O:48]C(C)(C)C)=[O:47])[CH:43]([CH3:45])[CH3:44])=[O:40].CN1CCOCC1.CN(C(ON1N=NC2C=CC=CC1=2)=[N+](C)C)C.[B-](F)(F)(F)F.[BH4-].[Na+], predict the reaction product. The product is: [F:1][C:2]1[CH:3]=[CH:4][C:5]([N:8]2[C:11](=[O:12])[C@H:10]([S:13][CH2:14][CH:15]([OH:24])[C:16]3[CH:17]=[CH:18][C:19]([S:22][CH3:23])=[CH:20][CH:21]=3)[C@H:9]2[C:25]2[CH:26]=[CH:27][C:28]([O:29][CH2:30][C:31]([NH:37][CH2:38][C:39]([NH:41][C@@H:42]([C:46]([OH:48])=[O:47])[CH:43]([CH3:44])[CH3:45])=[O:40])=[O:33])=[CH:34][CH:35]=2)=[CH:6][CH:7]=1. (9) Given the reactants [Cl:1][C:2]1[CH:3]=[C:4]([CH:9]=[CH:10][CH:11]=1)[C:5](=O)[CH2:6]Br.[N:12]1([CH2:18][CH2:19][CH2:20][NH:21][C:22]([NH2:24])=[S:23])[CH2:17][CH2:16][O:15][CH2:14][CH2:13]1.C(N(CC)C(C)C)(C)C.[S:34]1[CH:38]=[CH:37][CH:36]=[C:35]1[C:39](Cl)=[O:40], predict the reaction product. The product is: [Cl:1][C:2]1[CH:3]=[C:4]([C:5]2[N:24]=[C:22]([N:21]([CH2:20][CH2:19][CH2:18][N:12]3[CH2:13][CH2:14][O:15][CH2:16][CH2:17]3)[C:39]([C:35]3[S:34][CH:38]=[CH:37][CH:36]=3)=[O:40])[S:23][CH:6]=2)[CH:9]=[CH:10][CH:11]=1.